This data is from Reaction yield outcomes from USPTO patents with 853,638 reactions. The task is: Predict the reaction yield, written as a fraction of the theoretical maximum amount of product (1.0 means a 100% yield; for example, 0.34 means a 34% yield). (1) The reactants are [CH3:1][N:2]1[CH:6]=[C:5]([C:7]([OH:9])=O)[N:4]=[CH:3]1.C1C=CC2N(O)N=NC=2C=1.Cl.CN(C)CCCN=C=NCC.Cl.[CH3:33][C@@H:34]1[CH2:38][CH2:37][CH2:36][N:35]1[C:39]1[N:44]=[C:43]([NH:45][C:46]2[CH:51]=[C:50]([C:52]([F:55])([F:54])[F:53])[CH:49]=[CH:48][N:47]=2)[CH:42]=[C:41]([CH:56]2[CH2:60][CH2:59][NH:58][CH2:57]2)[CH:40]=1.CCN(C(C)C)C(C)C. The catalyst is C(Cl)(Cl)Cl.C(Cl)Cl. The product is [CH3:1][N:2]1[CH:6]=[C:5]([C:7]([N:58]2[CH2:59][CH2:60][CH:56]([C:41]3[CH:42]=[C:43]([NH:45][C:46]4[CH:51]=[C:50]([C:52]([F:53])([F:54])[F:55])[CH:49]=[CH:48][N:47]=4)[N:44]=[C:39]([N:35]4[CH2:36][CH2:37][CH2:38][CH:34]4[CH3:33])[CH:40]=3)[CH2:57]2)=[O:9])[N:4]=[CH:3]1. The yield is 0.153. (2) The reactants are [CH2:1]([N:8]1[C:16]2[C:11](=[C:12]([C:17]3[CH:22]=[CH:21][C:20]([C:23]([F:26])([F:25])[F:24])=[CH:19][CH:18]=3)[CH:13]=[CH:14][CH:15]=2)[CH:10]=[CH:9]1)[C:2]1[CH:7]=[CH:6][CH:5]=[CH:4][CH:3]=1.[C:27](Cl)(=[O:31])[C:28](Cl)=[O:29].[CH2:33]([OH:35])[CH3:34]. No catalyst specified. The product is [CH2:1]([N:8]1[C:16]2[C:11](=[C:12]([C:17]3[CH:18]=[CH:19][C:20]([C:23]([F:26])([F:24])[F:25])=[CH:21][CH:22]=3)[CH:13]=[CH:14][CH:15]=2)[C:10]([C:27](=[O:31])[C:28]([O:35][CH2:33][CH3:34])=[O:29])=[CH:9]1)[C:2]1[CH:3]=[CH:4][CH:5]=[CH:6][CH:7]=1. The yield is 0.190.